Dataset: Forward reaction prediction with 1.9M reactions from USPTO patents (1976-2016). Task: Predict the product of the given reaction. (1) Given the reactants [CH:1]([N:4]1[C:10](=[O:11])[CH2:9][CH2:8][CH2:7][C:6]2[CH:12]=[C:13]([N+:16]([O-])=O)[CH:14]=[CH:15][C:5]1=2)([CH3:3])[CH3:2].[H][H], predict the reaction product. The product is: [NH2:16][C:13]1[CH:14]=[CH:15][C:5]2[N:4]([CH:1]([CH3:3])[CH3:2])[C:10](=[O:11])[CH2:9][CH2:8][CH2:7][C:6]=2[CH:12]=1. (2) Given the reactants [C:1]([O:5][C:6]([N:8]1[CH2:12][CH2:11][C@@H:10]([NH:13][C:14]2[C:22]3[C:17](=[N:18][CH:19]=[CH:20][C:21]=3[O:23][C:24]3[CH:32]=[CH:31][C:27]([C:28]([OH:30])=O)=[CH:26][CH:25]=3)[N:16]([CH2:33][C:34]3[CH:39]=[CH:38][C:37]([O:40][CH3:41])=[CH:36][CH:35]=3)[N:15]=2)[CH2:9]1)=[O:7])([CH3:4])([CH3:3])[CH3:2].[N:42]1[CH:47]=[CH:46][CH:45]=[CH:44][C:43]=1[NH2:48].O=P(Cl)(Cl)Cl, predict the reaction product. The product is: [CH3:41][O:40][C:37]1[CH:38]=[CH:39][C:34]([CH2:33][N:16]2[C:17]3=[N:18][CH:19]=[CH:20][C:21]([O:23][C:24]4[CH:32]=[CH:31][C:27]([C:28](=[O:30])[NH:48][C:43]5[CH:44]=[CH:45][CH:46]=[CH:47][N:42]=5)=[CH:26][CH:25]=4)=[C:22]3[C:14]([NH:13][C@@H:10]3[CH2:11][CH2:12][N:8]([C:6]([O:5][C:1]([CH3:4])([CH3:3])[CH3:2])=[O:7])[CH2:9]3)=[N:15]2)=[CH:35][CH:36]=1.